Dataset: Peptide-MHC class I binding affinity with 185,985 pairs from IEDB/IMGT. Task: Regression. Given a peptide amino acid sequence and an MHC pseudo amino acid sequence, predict their binding affinity value. This is MHC class I binding data. (1) The peptide sequence is VQLDWQGDY. The MHC is HLA-B07:02 with pseudo-sequence HLA-B07:02. The binding affinity (normalized) is 0.0847. (2) The peptide sequence is VSRRGDLET. The MHC is HLA-B07:02 with pseudo-sequence HLA-B07:02. The binding affinity (normalized) is 0.